Dataset: Full USPTO retrosynthesis dataset with 1.9M reactions from patents (1976-2016). Task: Predict the reactants needed to synthesize the given product. Given the product [CH2:28]([O:35][C:36]1[N:41]=[CH:40][C:39]([C:42]2([C:45]([OH:46])=[O:17])[CH2:43][CH2:44]2)=[CH:38][CH:37]=1)[C:29]1[CH:30]=[CH:31][CH:32]=[CH:33][CH:34]=1, predict the reactants needed to synthesize it. The reactants are: F[P-](F)(F)(F)(F)F.N1([O:17][P+](N(C)C)(N(C)C)N(C)C)C2C=CC=CC=2N=N1.[CH2:28]([O:35][C:36]1[N:41]=[CH:40][C:39]([C:42]2([C:45](N3CC[C@@]4(C5C=CC=CC=5C(=O)O4)C3)=[O:46])[CH2:44][CH2:43]2)=[CH:38][CH:37]=1)[C:29]1[CH:34]=[CH:33][CH:32]=[CH:31][CH:30]=1.